Task: Predict the reaction yield, written as a fraction of the theoretical maximum amount of product (1.0 means a 100% yield; for example, 0.34 means a 34% yield).. Dataset: Reaction yield outcomes from USPTO patents with 853,638 reactions (1) The reactants are C([Li])CCC.[S:6]1[CH:10]=[CH:9][N:8]=[CH:7]1.[CH:11]1([C:14]([CH:16]2[CH2:18][CH2:17]2)=[O:15])[CH2:13][CH2:12]1. The catalyst is C1COCC1. The product is [CH:11]1([C:14]([CH:16]2[CH2:18][CH2:17]2)([C:7]2[S:6][CH:10]=[CH:9][N:8]=2)[OH:15])[CH2:13][CH2:12]1. The yield is 0.930. (2) The reactants are O=[CH:2][C@@H:3]([C@H:5]([C@@H:7]([CH2:9][OH:10])[OH:8])[OH:6])[OH:4].N[CH2:12][CH2:13][O:14][C:15]1[CH:20]=[CH:19][C:18]([CH2:21][CH2:22][CH2:23][CH2:24][NH:25][C:26]([NH:28][C:29]([C:31]2[C:36]([NH2:37])=[N:35][C:34]([NH2:38])=[C:33]([Cl:39])[N:32]=2)=[O:30])=[NH:27])=[CH:17][CH:16]=1.[C:40]([BH3-])#[N:41].[Na+]. The yield is 0.0700. The catalyst is CO. The product is [ClH:39].[ClH:39].[OH:4][C@@H:3]([C@H:5]([OH:6])[C@H:7]([OH:8])[CH2:9][OH:10])[CH2:2][N:41]([CH2:40][C@@H:9]([OH:10])[C@H:7]([OH:8])[C@H:5]([OH:6])[CH2:3][OH:4])[CH2:12][CH2:13][O:14][C:15]1[CH:20]=[CH:19][C:18]([CH2:21][CH2:22][CH2:23][CH2:24][NH:25][C:26]([NH:28][C:29]([C:31]2[C:36]([NH2:37])=[N:35][C:34]([NH2:38])=[C:33]([Cl:39])[N:32]=2)=[O:30])=[NH:27])=[CH:17][CH:16]=1.